This data is from CYP2C9 inhibition data for predicting drug metabolism from PubChem BioAssay. The task is: Regression/Classification. Given a drug SMILES string, predict its absorption, distribution, metabolism, or excretion properties. Task type varies by dataset: regression for continuous measurements (e.g., permeability, clearance, half-life) or binary classification for categorical outcomes (e.g., BBB penetration, CYP inhibition). Dataset: cyp2c9_veith. (1) The compound is CC(=O)Nc1cccc(NC(=O)c2cc(-c3cccnc3)nc3ccc(Br)cc23)c1. The result is 1 (inhibitor). (2) The compound is CC1CCCC(C)N1C(=O)c1ccccc1Nc1ccc(SC(F)F)cc1. The result is 1 (inhibitor). (3) The result is 0 (non-inhibitor). The drug is C[C@H](N)CCCC(C)(C)O. (4) The drug is Cc1ccc(N(C(=O)c2csnn2)C(C(=O)NC(C)(C)C)c2cccs2)cc1. The result is 0 (non-inhibitor). (5) The molecule is Cc1ccccc1N1C(=O)CN(C(C)(C)C)C(=O)C1c1ccc(N(C)C)cc1. The result is 0 (non-inhibitor). (6) The drug is CC(C)CC(=O)C[C@H](O)C(Cl)(Cl)Cl. The result is 0 (non-inhibitor). (7) The molecule is COc1cccc(Nc2ncc3nc(-c4ccc(Cl)cc4)c(=O)n(C[C@H]4CCCO4)c3n2)c1. The result is 0 (non-inhibitor).